From a dataset of Full USPTO retrosynthesis dataset with 1.9M reactions from patents (1976-2016). Predict the reactants needed to synthesize the given product. Given the product [Br:1][C:2]1[CH:10]=[CH:9][CH:8]=[C:7]2[C:3]=1[CH:4]=[N:5][N:6]2[CH:12]([CH2:18][CH:19]1[CH2:20][CH2:21][O:22][CH2:23][CH2:24]1)[C:13]([O:15][CH2:16][CH3:17])=[O:14], predict the reactants needed to synthesize it. The reactants are: [Br:1][C:2]1[CH:10]=[CH:9][CH:8]=[C:7]2[C:3]=1[CH:4]=[N:5][NH:6]2.Br[CH:12]([CH2:18][CH:19]1[CH2:24][CH2:23][O:22][CH2:21][CH2:20]1)[C:13]([O:15][CH2:16][CH3:17])=[O:14].O1CCC(C=CC(OCC)=O)CC1.C(=O)([O-])[O-].[K+].[K+].